Dataset: Forward reaction prediction with 1.9M reactions from USPTO patents (1976-2016). Task: Predict the product of the given reaction. (1) Given the reactants Br[C:2]1[CH:7]=[C:6]([CH2:8][OH:9])[CH:5]=[CH:4][N:3]=1.[NH:10]1[CH:14]=[CH:13][CH:12]=[N:11]1.C([O-])([O-])=O.[Cs+].[Cs+], predict the reaction product. The product is: [N:10]1([C:2]2[CH:7]=[C:6]([CH2:8][OH:9])[CH:5]=[CH:4][N:3]=2)[CH:14]=[CH:13][CH:12]=[N:11]1. (2) Given the reactants C[Si](C)(C)CCOC[N:7]1[C:11]2[N:12]=[CH:13][N:14]=[C:15]([N:16]3[CH:24]4[CH:19]([N:20]([C:25]([O:27][CH2:28][C:29]5[CH:34]=[CH:33][CH:32]=[CH:31][CH:30]=5)=[O:26])[CH2:21][CH2:22][CH2:23]4)[CH2:18][CH2:17]3)[C:10]=2[CH:9]=[CH:8]1.C(O)(C(F)(F)F)=O, predict the reaction product. The product is: [N:12]1[C:11]2[NH:7][CH:8]=[CH:9][C:10]=2[C:15]([N:16]2[CH:24]3[CH:19]([N:20]([C:25]([O:27][CH2:28][C:29]4[CH:30]=[CH:31][CH:32]=[CH:33][CH:34]=4)=[O:26])[CH2:21][CH2:22][CH2:23]3)[CH2:18][CH2:17]2)=[N:14][CH:13]=1. (3) Given the reactants N[C:2]1[C:7]([F:8])=[C:6]([Cl:9])[CH:5]=[CH:4][C:3]=1[CH2:10][CH2:11][OH:12].[BrH:13].N([O-])=O.[Na+], predict the reaction product. The product is: [Br:13][C:2]1[C:7]([F:8])=[C:6]([Cl:9])[CH:5]=[CH:4][C:3]=1[CH2:10][CH2:11][OH:12]. (4) Given the reactants C([O:5][C:6]([C:8]1([CH:15]=[CH2:16])[CH2:13][O:12][C:11](=[O:14])[O:10][CH2:9]1)=[O:7])(C)(C)C.FC(F)(F)C(O)=O, predict the reaction product. The product is: [O:14]=[C:11]1[O:10][CH2:9][C:8]([CH:15]=[CH2:16])([C:6]([OH:7])=[O:5])[CH2:13][O:12]1. (5) Given the reactants Br[CH2:2][CH2:3][CH2:4][CH2:5][CH2:6][CH2:7][O:8][CH2:9][CH2:10][CH2:11][CH2:12][C:13]1[CH:18]=[CH:17][CH:16]=[CH:15][CH:14]=1.C(N(C(C)C)C(C)C)C.[NH2:28][CH2:29][CH:30]([C:32]1[CH:43]=[CH:42][C:35]2[O:36][C:37]([CH3:41])([CH3:40])[O:38][CH2:39][C:34]=2[CH:33]=1)[OH:31].C(OCC)(=O)C, predict the reaction product. The product is: [CH3:40][C:37]1([CH3:41])[O:36][C:35]2[CH:42]=[CH:43][C:32]([CH:30]([OH:31])[CH2:29][NH:28][CH2:2][CH2:3][CH2:4][CH2:5][CH2:6][CH2:7][O:8][CH2:9][CH2:10][CH2:11][CH2:12][C:13]3[CH:18]=[CH:17][CH:16]=[CH:15][CH:14]=3)=[CH:33][C:34]=2[CH2:39][O:38]1. (6) Given the reactants C(Cl)(=O)C(Cl)=O.[CH3:7][O:8][CH2:9][C:10]1[O:14][N:13]=[CH:12][C:11]=1[C:15]([OH:17])=O.[F:18][C:19]([F:36])([F:35])[O:20][C:21]1[CH:26]=[CH:25][CH:24]=[CH:23][C:22]=1[C:27]1[C:28]([NH2:34])=[N:29][C:30]([NH2:33])=[CH:31][N:32]=1.N1C(C)=CC=CC=1C, predict the reaction product. The product is: [NH2:34][C:28]1[N:29]=[C:30]([NH:33][C:15]([C:11]2[CH:12]=[N:13][O:14][C:10]=2[CH2:9][O:8][CH3:7])=[O:17])[CH:31]=[N:32][C:27]=1[C:22]1[CH:23]=[CH:24][CH:25]=[CH:26][C:21]=1[O:20][C:19]([F:36])([F:35])[F:18].